This data is from Full USPTO retrosynthesis dataset with 1.9M reactions from patents (1976-2016). The task is: Predict the reactants needed to synthesize the given product. (1) Given the product [F:1][C:2]1[CH:7]=[CH:6][C:5]([C:8]2[C:17]([N:18]([CH3:25])[CH:19]3[CH2:24][CH2:23][O:22][CH2:21][CH2:20]3)=[N:16][C:15]3[C:10](=[CH:11][CH:12]=[C:13]([C:26]([OH:28])=[O:27])[CH:14]=3)[N:9]=2)=[CH:4][CH:3]=1, predict the reactants needed to synthesize it. The reactants are: [F:1][C:2]1[CH:7]=[CH:6][C:5]([C:8]2[C:17]([N:18]([CH3:25])[CH:19]3[CH2:24][CH2:23][O:22][CH2:21][CH2:20]3)=[N:16][C:15]3[C:10](=[CH:11][CH:12]=[C:13]([C:26]([O:28]C)=[O:27])[CH:14]=3)[N:9]=2)=[CH:4][CH:3]=1.[OH-].[Na+].Cl. (2) Given the product [OH:23][CH2:22][C:3]1[N:4]=[C:5]2[N:14]([C:2]=1[CH3:1])[CH:13]=[CH:12][C:11]1[N:10]([C:15]([O:17][C:18]([CH3:21])([CH3:20])[CH3:19])=[O:16])[CH2:9][CH2:8][O:7][C:6]2=1, predict the reactants needed to synthesize it. The reactants are: [CH3:1][C:2]1[N:14]2[C:5]([C:6]3[O:7][CH2:8][CH2:9][N:10]([C:15]([O:17][C:18]([CH3:21])([CH3:20])[CH3:19])=[O:16])[C:11]=3[CH:12]=[CH:13]2)=[N:4][C:3]=1[C:22](OCC)=[O:23].[H-].[H-].[H-].[H-].[Li+].[Al+3].O.O.O.O.O.O.O.O.O.O.S([O-])([O-])(=O)=O.[Na+].[Na+]. (3) Given the product [CH:30]1([C:29]2[C:21]([C:9]3[CH:10]=[C:11]([C:15]([OH:18])([CH3:16])[CH3:17])[CH:12]=[N:13][CH:14]=3)=[N:22][N:23]3[CH:28]=[CH:27][CH:26]=[CH:25][C:24]=23)[CH2:32][CH2:31]1, predict the reactants needed to synthesize it. The reactants are: CC1(C)C(C)(C)OB([C:9]2[CH:10]=[C:11]([C:15]([OH:18])([CH3:17])[CH3:16])[CH:12]=[N:13][CH:14]=2)O1.Cl[C:21]1[C:29]([CH:30]2[CH2:32][CH2:31]2)=[C:24]2[CH:25]=[CH:26][CH:27]=[CH:28][N:23]2[N:22]=1.C1(P(C2CCCCC2)C2C=CC=CC=2C2C(OC)=CC=CC=2OC)CCCCC1.[O-]P([O-])([O-])=O.[K+].[K+].[K+]. (4) Given the product [OH:16][C:2]1[CH:11]=[C:10]2[C:5]([CH2:6][CH2:7][CH2:8][C:9]2=[O:12])=[CH:4][C:3]=1[O:13][CH3:14], predict the reactants needed to synthesize it. The reactants are: N[C:2]1[CH:11]=[C:10]2[C:5]([CH2:6][CH2:7][CH2:8][C:9]2=[O:12])=[CH:4][C:3]=1[O:13][CH3:14].N([O-])=[O:16].[Na+].NC(N)=O.S(=O)(=O)(O)[O-].C1([N+]#N)C=CC=CC=1. (5) Given the product [NH2:1][C:4]1[CH:5]=[C:6]([N:10]2[CH2:13][CH:12]([O:14][CH2:15][C:16]([NH2:18])=[O:17])[CH2:11]2)[CH:7]=[CH:8][CH:9]=1, predict the reactants needed to synthesize it. The reactants are: [N+:1]([C:4]1[CH:5]=[C:6]([N:10]2[CH2:13][CH:12]([O:14][CH2:15][C:16]([NH2:18])=[O:17])[CH2:11]2)[CH:7]=[CH:8][CH:9]=1)([O-])=O. (6) The reactants are: [Cl:1][C:2]1[CH:3]=[C:4]([CH2:13][CH2:14][OH:15])[CH:5]=[CH:6][C:7]=1[O:8][CH2:9][CH2:10][CH2:11][CH3:12].FC1C=C(C[C:25](O)=[O:26])C=C(F)C=1.FC1C=C(CCO)C=C(F)C=1.C([Si](Cl)(C(C)C)C(C)C)(C)C.N1C=CN=C1.[F:55][C:56]1[CH:57]=[C:58]([CH2:63][CH2:64][O:65][Si:66]([CH:73]([CH3:75])[CH3:74])([CH:70]([CH3:72])[CH3:71])[CH:67]([CH3:69])[CH3:68])[CH:59]=[C:60]([F:62])[CH:61]=1.C([Li])CCC. Given the product [Cl:1][C:2]1[CH:3]=[C:4]([CH2:13][CH2:14][OH:15])[CH:5]=[CH:6][C:7]=1[O:8][CH2:9][CH2:10][CH2:11][CH3:12].[F:55][C:56]1[CH:57]=[C:58]([CH2:63][CH2:64][O:65][Si:66]([CH:67]([CH3:69])[CH3:68])([CH:73]([CH3:75])[CH3:74])[CH:70]([CH3:72])[CH3:71])[CH:59]=[C:60]([F:62])[C:61]=1[CH:25]=[O:26], predict the reactants needed to synthesize it.